This data is from Full USPTO retrosynthesis dataset with 1.9M reactions from patents (1976-2016). The task is: Predict the reactants needed to synthesize the given product. Given the product [C:1](=[O:13])([O:11][CH3:12])[O:2][C:3]1[CH:8]=[C:7]([N+:19]([O-:21])=[O:20])[C:6]([Br:9])=[CH:5][C:4]=1[CH3:10], predict the reactants needed to synthesize it. The reactants are: [C:1](=[O:13])([O:11][CH3:12])[O:2][C:3]1[CH:8]=[CH:7][C:6]([Br:9])=[CH:5][C:4]=1[CH3:10].OS(O)(=O)=O.[N+:19]([O-])([O-:21])=[O:20].[K+].